Dataset: Peptide-MHC class II binding affinity with 134,281 pairs from IEDB. Task: Regression. Given a peptide amino acid sequence and an MHC pseudo amino acid sequence, predict their binding affinity value. This is MHC class II binding data. (1) The peptide sequence is RKGVLFNIQYVNYWF. The MHC is DRB4_0101 with pseudo-sequence DRB4_0103. The binding affinity (normalized) is 0.604. (2) The peptide sequence is AYSDDKSMKVTVAFN. The MHC is HLA-DPA10103-DPB10401 with pseudo-sequence HLA-DPA10103-DPB10401. The binding affinity (normalized) is 0.203. (3) The peptide sequence is GSHEVNGTWMIHTLE. The MHC is DRB1_0701 with pseudo-sequence DRB1_0701. The binding affinity (normalized) is 0.628.